From a dataset of Full USPTO retrosynthesis dataset with 1.9M reactions from patents (1976-2016). Predict the reactants needed to synthesize the given product. (1) The reactants are: [Cl:1][C:2]1[CH:3]=[CH:4][C:5]([O:10][CH2:11][CH:12]([O:16]CC)OCC)=[C:6]([CH:9]=1)[CH:7]=O. Given the product [Cl:1][C:2]1[CH:3]=[CH:4][C:5]2[O:10][C:11]([CH:12]=[O:16])=[CH:7][C:6]=2[CH:9]=1, predict the reactants needed to synthesize it. (2) Given the product [C:1]([O:5][C:6]([C:8]1([CH:16]=[CH2:17])[CH2:13][O:12][C:11]([CH3:15])([CH3:14])[O:10][CH2:9]1)=[O:7])([CH3:4])([CH3:3])[CH3:2], predict the reactants needed to synthesize it. The reactants are: [C:1]([O:5][C:6]([C:8]1([C:16](OS(C(F)(F)F)(=O)=O)=[CH2:17])[CH2:13][O:12][C:11]([CH3:15])([CH3:14])[O:10][CH2:9]1)=[O:7])([CH3:4])([CH3:3])[CH3:2].C(N(CCCC)CCCC)CCC.C(O)=O.C(OCC)(=O)C. (3) Given the product [S:21]1[CH:25]=[CH:24][C:23]2[CH:26]=[C:27]([C:30]3[C:38]4[C:33](=[CH:34][C:35]([F:39])=[CH:36][CH:37]=4)[NH:32][CH:31]=3)[CH:28]=[CH:29][C:22]1=2, predict the reactants needed to synthesize it. The reactants are: FC1C=C2C(C(I)=CN2S(C2C=CC=CC=2)(=O)=O)=CC=1.[S:21]1[CH:25]=[CH:24][C:23]2[CH:26]=[C:27]([C:30]3[C:38]4[C:33](=[CH:34][C:35]([F:39])=[CH:36][CH:37]=4)[N:32](S(C4C=CC=CC=4)(=O)=O)[CH:31]=3)[CH:28]=[CH:29][C:22]1=2.